This data is from Peptide-MHC class II binding affinity with 134,281 pairs from IEDB. The task is: Regression. Given a peptide amino acid sequence and an MHC pseudo amino acid sequence, predict their binding affinity value. This is MHC class II binding data. The peptide sequence is EAKYDAYVATVSEAL. The MHC is HLA-DQA10501-DQB10201 with pseudo-sequence HLA-DQA10501-DQB10201. The binding affinity (normalized) is 0.545.